Predict the reaction yield, written as a fraction of the theoretical maximum amount of product (1.0 means a 100% yield; for example, 0.34 means a 34% yield). From a dataset of Reaction yield outcomes from USPTO patents with 853,638 reactions. (1) The reactants are [NH3:1].[C:2]1([CH3:27])[CH:7]=[CH:6][C:5]([C:8](=[O:26])/[CH:9]=[C:10](/[C:12]2[CH:17]=[CH:16][C:15]([O:18][CH2:19][CH2:20][CH2:21][C:22]([F:25])([F:24])[F:23])=[CH:14][CH:13]=2)\[CH3:11])=[CH:4][CH:3]=1. The catalyst is CCO.CS(C)=O.CCOC(C)=O. The product is [NH2:1][C:10]([C:12]1[CH:17]=[CH:16][C:15]([O:18][CH2:19][CH2:20][CH2:21][C:22]([F:24])([F:25])[F:23])=[CH:14][CH:13]=1)([CH3:11])[CH2:9][C:8]([C:5]1[CH:6]=[CH:7][C:2]([CH3:27])=[CH:3][CH:4]=1)=[O:26]. The yield is 0.200. (2) The reactants are [Br:1][C:2]1[CH:3]=[CH:4][C:5]([NH:16][CH2:17][CH:18]2[CH2:20][CH2:19]2)=[C:6]([NH:8][C:9](=O)[CH2:10][C:11]([CH3:14])([CH3:13])[CH3:12])[CH:7]=1.O.C1(C)C=CC(S(O)(=O)=O)=CC=1. The catalyst is C1(C)C=CC=CC=1. The product is [Br:1][C:2]1[CH:3]=[CH:4][C:5]2[N:16]([CH2:17][CH:18]3[CH2:20][CH2:19]3)[C:9]([CH2:10][C:11]([CH3:14])([CH3:13])[CH3:12])=[N:8][C:6]=2[CH:7]=1. The yield is 0.950. (3) The reactants are [Cl:1][C:2]1[C:7]([F:8])=[CH:6][C:5](B2OC(C)(C)C(C)(C)O2)=[C:4]([F:18])[CH:3]=1.Cl[C:20]1[CH:25]=[CH:24][N:23]=[C:22]([NH:26][C:27](=[O:33])[O:28][C:29]([CH3:32])([CH3:31])[CH3:30])[C:21]=1[CH:34]=[O:35]. No catalyst specified. The product is [Cl:1][C:2]1[C:7]([F:8])=[CH:6][C:5]([C:20]2[CH:25]=[CH:24][N:23]=[C:22]([NH:26][C:27](=[O:33])[O:28][C:29]([CH3:30])([CH3:31])[CH3:32])[C:21]=2[CH:34]=[O:35])=[C:4]([F:18])[CH:3]=1. The yield is 0.760. (4) The reactants are [F:1][C:2]1[CH:3]=[C:4]2[C:17](=[CH:18][CH:19]=1)[C:16]1[C:7](=[C:8]3[C:13](=[CH:14][CH:15]=1)[CH:12]=[C:11]([O:20]S(C)(=O)=O)[CH:10]=[CH:9]3)[CH:6]([C:25]1[CH:30]=[CH:29][C:28]([O:31][CH2:32][CH2:33][N:34]3[CH2:39][CH2:38][CH2:37][CH2:36][CH2:35]3)=[CH:27][CH:26]=1)[S:5]2.[OH-].[K+].[Cl-:42].[NH4+]. The catalyst is CO. The product is [ClH:42].[F:1][C:2]1[CH:3]=[C:4]2[C:17](=[CH:18][CH:19]=1)[C:16]1[C:7](=[C:8]3[C:13](=[CH:14][CH:15]=1)[CH:12]=[C:11]([OH:20])[CH:10]=[CH:9]3)[CH:6]([C:25]1[CH:26]=[CH:27][C:28]([O:31][CH2:32][CH2:33][N:34]3[CH2:35][CH2:36][CH2:37][CH2:38][CH2:39]3)=[CH:29][CH:30]=1)[S:5]2. The yield is 0.820. (5) The product is [CH2:10]([O:9][C:7](=[O:8])[C:6]([CH3:22])([CH2:1][CH2:2][CH:3]([CH3:5])[CH3:4])[C:12]([O:14][CH2:15][CH3:16])=[O:13])[CH3:11]. The yield is 0.850. The catalyst is CN(C)C=O.C(OCC)C. The reactants are [CH2:1]([CH:6]([C:12]([O:14][CH2:15][CH3:16])=[O:13])[C:7]([O:9][CH2:10][CH3:11])=[O:8])[CH2:2][CH:3]([CH3:5])[CH3:4].[H-].[Na+].[H][H].I[CH3:22]. (6) The reactants are [CH3:1][C@@H:2]([C@@H:33]([OH:35])[CH3:34])[C@@H:3]1[O:5][C@H:4]1[CH2:6][C@@H:7]1[C@@H:12]([OH:13])[C@@H:11]([OH:14])[C@H:10]([CH2:15]/[C:16](/[CH3:32])=[CH:17]/[C:18]([O:20][CH2:21][CH2:22][CH2:23][CH2:24][CH2:25][CH2:26][CH2:27][CH2:28][C:29]([OH:31])=[O:30])=[O:19])[O:9][CH2:8]1.[O-2:36].[Ca+2:37]. The catalyst is O. The product is [CH3:1][C@H:2]([C@H:3]1[C@H:4]([CH2:6][C@H:7]2[CH2:8][O:9][C@@H:10]([CH2:15]/[C:16](/[CH3:32])=[CH:17]/[C:18]([O:20][CH2:21][CH2:22][CH2:23][CH2:24][CH2:25][CH2:26][CH2:27][CH2:28][C:29]([O-:31])=[O:30])=[O:19])[C@H:11]([OH:14])[C@@H:12]2[OH:13])[O:5]1)[C@H:33]([CH3:34])[OH:35].[CH3:1][C@H:2]([C@H:3]1[C@H:4]([CH2:6][C@H:7]2[CH2:8][O:9][C@@H:10]([CH2:15]/[C:16](/[CH3:32])=[CH:17]/[C:18]([O:20][CH2:21][CH2:22][CH2:23][CH2:24][CH2:25][CH2:26][CH2:27][CH2:28][C:29]([O-:31])=[O:30])=[O:19])[C@H:11]([OH:14])[C@@H:12]2[OH:13])[O:5]1)[C@H:33]([CH3:34])[OH:35].[OH2:36].[OH2:5].[Ca+2:37]. The yield is 0.870. (7) The yield is 0.490. The catalyst is C(O)(=O)C.C1COCC1. The product is [NH2:1][C:2]1[N:7]=[C:6]([C:8]([NH:10][CH2:11][C:12]2[CH:17]=[CH:16][CH:15]=[C:14]([CH2:18][OH:19])[N:13]=2)=[O:9])[CH:5]=[C:4]([C:27]2[O:28][C:29]([CH3:32])=[CH:30][CH:31]=2)[N:3]=1. The reactants are [NH2:1][C:2]1[N:7]=[C:6]([C:8]([NH:10][CH2:11][C:12]2[CH:17]=[CH:16][CH:15]=[C:14]([CH2:18][O:19][Si](C(C)(C)C)(C)C)[N:13]=2)=[O:9])[CH:5]=[C:4]([C:27]2[O:28][C:29]([CH3:32])=[CH:30][CH:31]=2)[N:3]=1.C([O-])(O)=O.[Na+]. (8) The yield is 0.720. The product is [Cl:1][C:2]1[S:6][C:5]([C:7]([OH:9])=[O:8])=[CH:4][C:3]=1[C:11]1[N:15]([CH3:16])[N:14]=[CH:13][C:12]=1[F:17]. The reactants are [Cl:1][C:2]1[S:6][C:5]([C:7]([O:9]C)=[O:8])=[CH:4][C:3]=1[C:11]1[N:15]([CH3:16])[N:14]=[CH:13][C:12]=1[F:17].[OH-].[Na+]. The catalyst is O1CCCC1.